From a dataset of NCI-60 drug combinations with 297,098 pairs across 59 cell lines. Regression. Given two drug SMILES strings and cell line genomic features, predict the synergy score measuring deviation from expected non-interaction effect. (1) Drug 1: CC1C(C(=O)NC(C(=O)N2CCCC2C(=O)N(CC(=O)N(C(C(=O)O1)C(C)C)C)C)C(C)C)NC(=O)C3=C4C(=C(C=C3)C)OC5=C(C(=O)C(=C(C5=N4)C(=O)NC6C(OC(=O)C(N(C(=O)CN(C(=O)C7CCCN7C(=O)C(NC6=O)C(C)C)C)C)C(C)C)C)N)C. Drug 2: C1CN1C2=NC(=NC(=N2)N3CC3)N4CC4. Cell line: MDA-MB-435. Synergy scores: CSS=22.7, Synergy_ZIP=-8.05, Synergy_Bliss=-1.81, Synergy_Loewe=-13.1, Synergy_HSA=-0.833. (2) Drug 1: C1=CC(=CC=C1CCCC(=O)O)N(CCCl)CCCl. Drug 2: C(CCl)NC(=O)N(CCCl)N=O. Cell line: EKVX. Synergy scores: CSS=-4.45, Synergy_ZIP=-3.04, Synergy_Bliss=-7.10, Synergy_Loewe=-12.5, Synergy_HSA=-10.1. (3) Drug 1: COC1=C(C=C2C(=C1)N=CN=C2NC3=CC(=C(C=C3)F)Cl)OCCCN4CCOCC4. Drug 2: CCCCCOC(=O)NC1=NC(=O)N(C=C1F)C2C(C(C(O2)C)O)O. Cell line: SK-MEL-5. Synergy scores: CSS=30.0, Synergy_ZIP=-2.33, Synergy_Bliss=4.81, Synergy_Loewe=-44.3, Synergy_HSA=-0.231. (4) Drug 1: CC1=C2C(C(=O)C3(C(CC4C(C3C(C(C2(C)C)(CC1OC(=O)C(C(C5=CC=CC=C5)NC(=O)C6=CC=CC=C6)O)O)OC(=O)C7=CC=CC=C7)(CO4)OC(=O)C)O)C)OC(=O)C. Drug 2: CC1C(C(CC(O1)OC2CC(OC(C2O)C)OC3=CC4=CC5=C(C(=O)C(C(C5)C(C(=O)C(C(C)O)O)OC)OC6CC(C(C(O6)C)O)OC7CC(C(C(O7)C)O)OC8CC(C(C(O8)C)O)(C)O)C(=C4C(=C3C)O)O)O)O. Cell line: UACC-257. Synergy scores: CSS=39.8, Synergy_ZIP=-0.0643, Synergy_Bliss=3.41, Synergy_Loewe=-17.0, Synergy_HSA=1.54.